This data is from Forward reaction prediction with 1.9M reactions from USPTO patents (1976-2016). The task is: Predict the product of the given reaction. (1) Given the reactants [Cl:1][C:2]1[N:10]=[C:9]2[C:5]([NH:6][C:7](=[S:11])[NH:8]2)=[CH:4][N:3]=1.[OH-].[K+].I[CH3:15], predict the reaction product. The product is: [Cl:1][C:2]1[N:10]=[C:9]2[C:5]([NH:6][C:7]([S:11][CH3:15])=[N:8]2)=[CH:4][N:3]=1. (2) The product is: [Br:27][C:28]1[CH:33]=[CH:32][C:31]([CH:35]2[CH2:37][CH2:36]2)=[C:30]([CH:2]2[C:3](=[O:6])[CH2:4][CH2:5][C:1]2=[O:7])[CH:29]=1. Given the reactants [C:1]1(=[O:7])[CH2:5][CH2:4][C:3](=[O:6])[CH2:2]1.C1(C)C=CC=CC=1.C([O-])(=O)C.C([O-])(=O)C.C([O-])(=O)C.[Br:27][C:28]1[CH:29]=[CH:30][C:31]([CH:35]2[CH2:37][CH2:36]2)=[C:32]([Pb+3])[CH:33]=1.Cl, predict the reaction product. (3) The product is: [Cl:12][C:9]1[CH:10]=[CH:11][C:6]([S:5][CH2:4][C:3]([OH:13])=[O:2])=[N:7][CH:8]=1. Given the reactants C[O:2][C:3](=[O:13])[CH2:4][S:5][C:6]1[CH:11]=[CH:10][C:9]([Cl:12])=[CH:8][N:7]=1.O[Li].O.Cl, predict the reaction product. (4) Given the reactants Br[CH:2]([CH:13]([CH3:15])[CH3:14])[CH2:3][N-:4][C:5]1[CH:10]=[CH:9][CH:8]=[C:7]([Br:11])[C:6]=1[OH:12].C(=O)([O-])[O-:17].[K+].[K+].Cl.O, predict the reaction product. The product is: [Br:11][C:7]1[C:6]2[O:12][CH:2]([CH:13]([CH3:15])[CH3:14])[C:3](=[O:17])[NH:4][C:5]=2[CH:10]=[CH:9][CH:8]=1. (5) Given the reactants [CH2:1]([O:3][C:4]1[CH:12]=[C:11]2[C:7]([CH:8]=[N:9][NH:10]2)=[CH:6][C:5]=1[NH:13][C:14]1[C:15]2[C:22]3[CH2:23][CH2:24][CH:25]([C:27]([OH:29])=O)[CH2:26][C:21]=3[S:20][C:16]=2[N:17]=[CH:18][N:19]=1)[CH3:2].[CH2:30]([NH:32][CH2:33][CH2:34][OH:35])[CH3:31], predict the reaction product. The product is: [CH2:1]([O:3][C:4]1[CH:12]=[C:11]2[C:7]([CH:8]=[N:9][NH:10]2)=[CH:6][C:5]=1[NH:13][C:14]1[C:15]2[C:22]3[CH2:23][CH2:24][CH:25]([C:27]([N:32]([CH2:30][CH3:31])[CH2:33][CH2:34][OH:35])=[O:29])[CH2:26][C:21]=3[S:20][C:16]=2[N:17]=[CH:18][N:19]=1)[CH3:2]. (6) Given the reactants [NH:1]1[CH2:6][CH2:5][NH:4][CH2:3][CH2:2]1.CCN(C(C)C)C(C)C.[CH3:16][S:17](Cl)(=[O:19])=[O:18], predict the reaction product. The product is: [CH3:16][S:17]([N:1]1[CH2:6][CH2:5][NH:4][CH2:3][CH2:2]1)(=[O:19])=[O:18]. (7) Given the reactants [F:1][C:2]1[CH:3]=[C:4]([C:8]2[N:9]=[C:10]3[CH:15]=[C:14]([NH2:16])[N:13]=[CH:12][N:11]3[CH:17]=2)[CH:5]=[CH:6][CH:7]=1.[F:18][CH:19]1[CH2:22][N:21]([C:23]([C:25]2[CH:26]=[N:27][N:28]([CH3:33])[C:29]=2[C:30](O)=[O:31])=[O:24])[CH2:20]1, predict the reaction product. The product is: [F:1][C:2]1[CH:3]=[C:4]([C:8]2[N:9]=[C:12]3[N:13]=[C:14]([NH:16][C:30]([C:29]4[N:28]([CH3:33])[N:27]=[CH:26][C:25]=4[C:23]([N:21]4[CH2:20][CH:19]([F:18])[CH2:22]4)=[O:24])=[O:31])[CH:15]=[CH:10][N:11]3[CH:17]=2)[CH:5]=[CH:6][CH:7]=1. (8) Given the reactants [C:1]([O:5][CH3:6])(=[O:4])[CH2:2][SH:3].[Na].Cl[C:9]1[N:10]=[C:11]([C:22]2[CH:27]=[CH:26][CH:25]=[CH:24][CH:23]=2)[N:12]([CH:16]2[CH2:21][CH2:20][CH2:19][CH2:18][CH2:17]2)[C:13]=1[CH:14]=O.[CH2:28](O)C, predict the reaction product. The product is: [CH:16]1([N:12]2[C:13]3[CH:14]=[C:2]([C:1]([O:5][CH2:6][CH3:28])=[O:4])[S:3][C:9]=3[N:10]=[C:11]2[C:22]2[CH:27]=[CH:26][CH:25]=[CH:24][CH:23]=2)[CH2:21][CH2:20][CH2:19][CH2:18][CH2:17]1.